Dataset: CYP2C9 inhibition data for predicting drug metabolism from PubChem BioAssay. Task: Regression/Classification. Given a drug SMILES string, predict its absorption, distribution, metabolism, or excretion properties. Task type varies by dataset: regression for continuous measurements (e.g., permeability, clearance, half-life) or binary classification for categorical outcomes (e.g., BBB penetration, CYP inhibition). Dataset: cyp2c9_veith. The compound is O=C(c1cnccn1)N1CCC2(CC1)CCN(c1cccc(-c3ccccc3)c1)CC2. The result is 0 (non-inhibitor).